This data is from Reaction yield outcomes from USPTO patents with 853,638 reactions. The task is: Predict the reaction yield, written as a fraction of the theoretical maximum amount of product (1.0 means a 100% yield; for example, 0.34 means a 34% yield). (1) The reactants are Br[C:2]1[C:10]2[C:5](=[CH:6][CH:7]=[C:8]([C:11]#[N:12])[CH:9]=2)[N:4]([CH:13]2[CH2:18][CH2:17][CH2:16][CH2:15][O:14]2)[N:3]=1.[OH:19][C:20]1[CH:21]=[C:22](B(O)O)[CH:23]=[CH:24][CH:25]=1.[O-]P([O-])([O-])=O.[K+].[K+].[K+]. The catalyst is COCCOC.CCOC(C)=O.C1C=CC(P(C2C=CC=CC=2)[C-]2C=CC=C2)=CC=1.C1C=CC(P(C2C=CC=CC=2)[C-]2C=CC=C2)=CC=1.Cl[Pd]Cl.[Fe+2]. The product is [OH:19][C:20]1[CH:25]=[C:24]([C:2]2[C:10]3[C:5](=[CH:6][CH:7]=[C:8]([C:11]#[N:12])[CH:9]=3)[N:4]([CH:13]3[CH2:18][CH2:17][CH2:16][CH2:15][O:14]3)[N:3]=2)[CH:23]=[CH:22][CH:21]=1. The yield is 0.740. (2) The reactants are [CH2:1]([O:8][C:9]([C:11]1[C:19]2[C:18]3[CH2:20][CH2:21][CH:22]([CH2:24]Br)[O:23][C:17]=3[CH:16]=[CH:15][C:14]=2[NH:13][C:12]=1[CH3:26])=[O:10])[C:2]1[CH:7]=[CH:6][CH:5]=[CH:4][CH:3]=1.[I-].[K+].[NH:29]1[CH2:33][CH2:32][CH2:31][CH2:30]1.C(OCC)(=O)C.CO.C(N(CC)CC)C. The catalyst is C(#N)C. The product is [CH2:1]([O:8][C:9]([C:11]1[C:19]2[C:18]3[CH2:20][CH2:21][CH:22]([CH2:24][N:29]4[CH2:33][CH2:32][CH2:31][CH2:30]4)[O:23][C:17]=3[CH:16]=[CH:15][C:14]=2[NH:13][C:12]=1[CH3:26])=[O:10])[C:2]1[CH:7]=[CH:6][CH:5]=[CH:4][CH:3]=1. The yield is 0.400. (3) The reactants are C[O:2][C:3]([C:5]1[CH:10]=[CH:9][CH:8]=[C:7]([N+:11]([O-])=O)[C:6]=1[CH:14](C(OC)=O)[C:15]([O:17]C)=O)=[O:4]. The catalyst is Cl. The product is [C:3]([C:5]1[CH:10]=[CH:9][CH:8]=[C:7]2[C:6]=1[CH2:14][C:15](=[O:17])[NH:11]2)([OH:2])=[O:4]. The yield is 0.370. (4) The reactants are [OH:1][CH2:2][CH2:3][CH2:4][C@@:5]1([C:29]2[CH:34]=[CH:33][CH:32]=[CH:31][CH:30]=2)[O:10][C:9](=[O:11])[N:8]([C@H:12]([C:14]2[CH:19]=[CH:18][C:17](B3OC(C)(C)C(C)(C)O3)=[CH:16][CH:15]=2)[CH3:13])[CH2:7][CH2:6]1.Br[C:36]1[CH:41]=[CH:40][N:39]([CH3:42])[C:38](=[O:43])[CH:37]=1.C([O-])([O-])=O.[Cs+].[Cs+]. The catalyst is O1CCOCC1.Cl[Pd](Cl)([P](C1C=CC=CC=1)(C1C=CC=CC=1)C1C=CC=CC=1)[P](C1C=CC=CC=1)(C1C=CC=CC=1)C1C=CC=CC=1. The product is [OH:1][CH2:2][CH2:3][CH2:4][C@@:5]1([C:29]2[CH:30]=[CH:31][CH:32]=[CH:33][CH:34]=2)[O:10][C:9](=[O:11])[N:8]([C@H:12]([C:14]2[CH:19]=[CH:18][C:17]([C:36]3[CH:41]=[CH:40][N:39]([CH3:42])[C:38](=[O:43])[CH:37]=3)=[CH:16][CH:15]=2)[CH3:13])[CH2:7][CH2:6]1. The yield is 0.510.